From a dataset of Reaction yield outcomes from USPTO patents with 853,638 reactions. Predict the reaction yield, written as a fraction of the theoretical maximum amount of product (1.0 means a 100% yield; for example, 0.34 means a 34% yield). (1) The reactants are C1(P(C2C=CC=CC=2)C2C=CC=CC=2)C=CC=CC=1.N1C=CN=C1.[I:25]I.[CH2:27]([O:34][C:35](=[O:48])[CH:36]([NH:40][C:41]([O:43][C:44]([CH3:47])([CH3:46])[CH3:45])=[O:42])[CH2:37][CH2:38]O)[C:28]1[CH:33]=[CH:32][CH:31]=[CH:30][CH:29]=1. The catalyst is C(Cl)Cl. The product is [CH2:27]([O:34][C:35](=[O:48])[CH:36]([NH:40][C:41]([O:43][C:44]([CH3:47])([CH3:46])[CH3:45])=[O:42])[CH2:37][CH2:38][I:25])[C:28]1[CH:33]=[CH:32][CH:31]=[CH:30][CH:29]=1. The yield is 0.440. (2) The reactants are [CH2:1]([N:8]1CCN(C2SC(C(O)=O)=C(C)N=2)C1=O)[C:2]1[CH:7]=[CH:6][CH:5]=[CH:4][CH:3]=1.[CH3:23][C:24]1[N:25]=[C:26]([N:32]2[CH2:36][CH2:35][N:34]([CH2:37][C:38]3[CH:43]=[CH:42][C:41]([O:44][C:45]([F:48])([F:47])[F:46])=[CH:40][CH:39]=3)[C:33]2=[O:49])[S:27][C:28]=1[C:29]([OH:31])=O.C(N)C1C=CC=CC=1. No catalyst specified. The product is [CH2:1]([NH:8][C:29]([C:28]1[S:27][C:26]([N:32]2[CH2:36][CH2:35][N:34]([CH2:37][C:38]3[CH:39]=[CH:40][C:41]([O:44][C:45]([F:47])([F:46])[F:48])=[CH:42][CH:43]=3)[C:33]2=[O:49])=[N:25][C:24]=1[CH3:23])=[O:31])[C:2]1[CH:7]=[CH:6][CH:5]=[CH:4][CH:3]=1. The yield is 0.540. (3) The reactants are [OH:1][NH:2][C:3]([C:5]1[C:10]([CH3:11])=[CH:9][CH:8]=[CH:7][N:6]=1)=[NH:4].[OH:12][C:13]1[CH:21]=[CH:20][C:19]([OH:22])=[CH:18][C:14]=1[C:15](O)=O. No catalyst specified. The product is [CH3:11][C:10]1[C:5]([C:3]2[N:4]=[C:15]([C:14]3[CH:18]=[C:19]([OH:22])[CH:20]=[CH:21][C:13]=3[OH:12])[O:1][N:2]=2)=[N:6][CH:7]=[CH:8][CH:9]=1. The yield is 0.170.